From a dataset of Forward reaction prediction with 1.9M reactions from USPTO patents (1976-2016). Predict the product of the given reaction. (1) Given the reactants [OH:1][C:2]([C:4]([F:7])([F:6])[F:5])=[O:3].[F:8][C:9]1[CH:36]=[CH:35][C:12]([CH2:13][N:14]2[CH2:19][CH2:18][N:17]3[C:20](=[O:33])[C:21]([CH2:26][CH:27]4[CH2:32][CH2:31][CH2:30][NH:29][CH2:28]4)=[C:22]([OH:25])[C:23]([OH:24])=[C:16]3[C:15]2=[O:34])=[CH:11][CH:10]=1.[CH:37]1([CH:40]=O)[CH2:39][CH2:38]1.C([BH3-])#N.[Na+], predict the reaction product. The product is: [OH:3][C:2]([C:4]([F:7])([F:6])[F:5])=[O:1].[CH:37]1([CH2:40][N:29]2[CH2:30][CH2:31][CH2:32][CH:27]([CH2:26][C:21]3[C:20](=[O:33])[N:17]4[CH2:18][CH2:19][N:14]([CH2:13][C:12]5[CH:11]=[CH:10][C:9]([F:8])=[CH:36][CH:35]=5)[C:15](=[O:34])[C:16]4=[C:23]([OH:24])[C:22]=3[OH:25])[CH2:28]2)[CH2:39][CH2:38]1. (2) Given the reactants C([O:3][C:4](=[O:33])[CH2:5][N:6]1[C:14]2[C:9](=[CH:10][CH:11]=[C:12]([NH:15][C:16](=[O:32])[CH2:17][CH2:18][C:19]#[C:20][C:21]3[CH:26]=[CH:25][C:24]([O:27][C:28]([F:31])([F:30])[F:29])=[CH:23][CH:22]=3)[CH:13]=2)[CH:8]=[CH:7]1)C.[CH3:34]I.[H-].[Na+], predict the reaction product. The product is: [CH3:34][N:15]([C:16](=[O:32])[CH2:17][CH2:18][C:19]#[C:20][C:21]1[CH:22]=[CH:23][C:24]([O:27][C:28]([F:30])([F:29])[F:31])=[CH:25][CH:26]=1)[C:12]1[CH:13]=[C:14]2[C:9]([CH:8]=[CH:7][N:6]2[CH2:5][C:4]([OH:3])=[O:33])=[CH:10][CH:11]=1.